From a dataset of Catalyst prediction with 721,799 reactions and 888 catalyst types from USPTO. Predict which catalyst facilitates the given reaction. (1) Reactant: [O:1]=[C:2]1[CH2:15][C:4]2([CH2:7][N:6]([C:8]([O:10][C:11]([CH3:14])([CH3:13])[CH3:12])=[O:9])[CH2:5]2)[CH2:3]1.[BH4-].[Na+]. Product: [OH:1][CH:2]1[CH2:3][C:4]2([CH2:7][N:6]([C:8]([O:10][C:11]([CH3:13])([CH3:12])[CH3:14])=[O:9])[CH2:5]2)[CH2:15]1. The catalyst class is: 5. (2) Reactant: C[Si]([N-][Si](C)(C)C)(C)C.[Li+].[CH2:11]([C:13]1[CH:14]=[CH:15][C:16]([C:19](=[O:21])[CH3:20])=[N:17][CH:18]=1)[CH3:12].[C:22](OC)(=[O:27])[C:23]([O:25][CH3:26])=[O:24].C(OCC)C. Product: [CH2:11]([C:13]1[CH:14]=[CH:15][C:16]([C:19](=[O:21])[CH2:20][C:22](=[O:27])[C:23]([O:25][CH3:26])=[O:24])=[N:17][CH:18]=1)[CH3:12]. The catalyst class is: 30. (3) Reactant: C(O)=O.C(N(CC)CC)C.[Br:11][C:12]1[CH:19]=[CH:18][C:15]([CH:16]=O)=[CH:14][C:13]=1[I:20].[CH3:21][C:22]1(C)[O:29]C(=O)CC(=O)[O:23]1. Product: [Br:11][C:12]1[CH:19]=[CH:18][C:15]([CH2:16][CH2:21][C:22]([OH:29])=[O:23])=[CH:14][C:13]=1[I:20]. The catalyst class is: 3. (4) Reactant: [CH2:1]([O:8][C:9](=[O:19])[C:10]1[C:15]([F:16])=[CH:14][CH:13]=[C:12]([NH2:17])[C:11]=1[F:18])[C:2]1[CH:7]=[CH:6][CH:5]=[CH:4][CH:3]=1.N1C=CC=CC=1.[CH2:26]([S:29](Cl)(=[O:31])=[O:30])[CH2:27][CH3:28].O. Product: [CH2:1]([O:8][C:9](=[O:19])[C:10]1[C:15]([F:16])=[CH:14][CH:13]=[C:12]([NH:17][S:29]([CH2:26][CH2:27][CH3:28])(=[O:31])=[O:30])[C:11]=1[F:18])[C:2]1[CH:3]=[CH:4][CH:5]=[CH:6][CH:7]=1. The catalyst class is: 2. (5) Reactant: Br[C:2]1[N:6]2[C:7]3[CH:19]=[CH:18][CH:17]=[N:16][C:8]=3[NH:9][C:10]3[CH:15]=[CH:14][CH:13]=[CH:12][C:11]=3[C:5]2=[N:4][C:3]=1[CH2:20][C:21]([O:23]C)=[O:22].C(O)C.C(=O)(O)[O-].[Na+].CC1(C)C(C)(C)OB([C:41]2[CH:46]=[CH:45][C:44]([C:47]3([NH:51][C:52](=[O:58])[O:53][C:54]([CH3:57])([CH3:56])[CH3:55])[CH2:50][CH2:49][CH2:48]3)=[CH:43][CH:42]=2)O1. Product: [C:54]([O:53][C:52]([NH:51][C:47]1([C:44]2[CH:45]=[CH:46][C:41]([C:2]3[N:6]4[C:7]5[CH:19]=[CH:18][CH:17]=[N:16][C:8]=5[NH:9][C:10]5[CH:15]=[CH:14][CH:13]=[CH:12][C:11]=5[C:5]4=[N:4][C:3]=3[CH2:20][C:21]([OH:23])=[O:22])=[CH:42][CH:43]=2)[CH2:50][CH2:49][CH2:48]1)=[O:58])([CH3:57])([CH3:55])[CH3:56]. The catalyst class is: 11. (6) Reactant: C1C=C[NH+]=CC=1.[O-][Cr](Cl)(=O)=O.[CH3:12][O:13][C:14]([C:16]1[CH:21]=[CH:20][C:19]([CH:22]([C:24]2[CH:29]=[CH:28][C:27]([C:30]([O:32][CH3:33])=[O:31])=[CH:26][CH:25]=2)[OH:23])=[CH:18][CH:17]=1)=[O:15].[K+].[Br-]. Product: [CH3:33][O:32][C:30]([C:27]1[CH:26]=[CH:25][C:24]([C:22]([C:19]2[CH:20]=[CH:21][C:16]([C:14]([O:13][CH3:12])=[O:15])=[CH:17][CH:18]=2)=[O:23])=[CH:29][CH:28]=1)=[O:31]. The catalyst class is: 2. (7) Reactant: [CH3:1][C:2]1[O:6][C:5]([C:7]2[CH:12]=[CH:11][CH:10]=[CH:9][CH:8]=2)=[N:4][C:3]=1[CH2:13][CH2:14][OH:15].C(N([CH2:21][CH3:22])CC)C.[C:23]1(C)[C:24]([S:29](Cl)(=[O:31])=[O:30])=[CH:25][CH:26]=C[CH:28]=1. Product: [CH3:1][C:2]1[O:6][C:5]([C:7]2[CH:12]=[CH:11][CH:10]=[CH:9][CH:8]=2)=[N:4][C:3]=1[CH2:13][CH2:14][O:15][S:29]([C:24]1[CH:25]=[CH:26][C:21]([CH3:22])=[CH:28][CH:23]=1)(=[O:31])=[O:30]. The catalyst class is: 112.